From a dataset of Reaction yield outcomes from USPTO patents with 853,638 reactions. Predict the reaction yield, written as a fraction of the theoretical maximum amount of product (1.0 means a 100% yield; for example, 0.34 means a 34% yield). (1) The reactants are [CH3:1][O:2][C:3]1[CH:4]=[CH:5][CH:6]=[C:7]2[C:12]=1[N:11]=[C:10]([C:13]1[CH:18]=[CH:17][C:16]([OH:19])=[CH:15][CH:14]=1)[CH:9]=[C:8]2[C:20]1[CH:25]=[CH:24][CH:23]=[CH:22][CH:21]=1.C([O-])([O-])=O.[K+].[K+].Cl[CH2:33][C:34]([NH2:36])=[O:35]. The catalyst is CC(C)=O. The product is [CH3:1][O:2][C:3]1[CH:4]=[CH:5][CH:6]=[C:7]2[C:12]=1[N:11]=[C:10]([C:13]1[CH:18]=[CH:17][C:16]([O:19][CH2:33][C:34]([NH2:36])=[O:35])=[CH:15][CH:14]=1)[CH:9]=[C:8]2[C:20]1[CH:25]=[CH:24][CH:23]=[CH:22][CH:21]=1. The yield is 0.370. (2) The product is [NH2:1][C:2]([C:4]1[CH:5]=[N:6][C:7]2[C:12]([C:13]=1[NH:14][C:15]1[CH:16]=[C:17]([CH:23]=[CH:24][CH:25]=1)[C:18]([O:20][CH2:21][CH3:22])=[O:19])=[CH:11][CH:10]=[C:9]([C:13]1[CH:12]=[CH:7][N:6]=[C:5]([O:30][CH3:27])[CH:4]=1)[CH:8]=2)=[O:3]. The yield is 0.410. The reactants are [NH2:1][C:2]([C:4]1[CH:5]=[N:6][C:7]2[C:12]([C:13]=1[NH:14][C:15]1[CH:16]=[C:17]([CH:23]=[CH:24][CH:25]=1)[C:18]([O:20][CH2:21][CH3:22])=[O:19])=[CH:11][CH:10]=[C:9](Br)[CH:8]=2)=[O:3].[C:27](=[O:30])([O-])[O-].[K+].[K+]. The catalyst is O1CCOCC1.O.C1C=CC([P]([Pd]([P](C2C=CC=CC=2)(C2C=CC=CC=2)C2C=CC=CC=2)([P](C2C=CC=CC=2)(C2C=CC=CC=2)C2C=CC=CC=2)[P](C2C=CC=CC=2)(C2C=CC=CC=2)C2C=CC=CC=2)(C2C=CC=CC=2)C2C=CC=CC=2)=CC=1. (3) The reactants are C([O-])([O-])=O.[K+].[K+].Cl[C:8]([O:10][CH2:11][C:12]1[CH:17]=[CH:16][CH:15]=[CH:14][CH:13]=1)=[O:9].[N:18]1([C:30]([O:32][C:33]([CH3:36])([CH3:35])[CH3:34])=[O:31])[CH:22]([C:23]([O:25][C:26]([CH3:29])([CH3:28])[CH3:27])=[O:24])[CH2:21][CH2:20][NH:19]1. The catalyst is C(#N)C. The product is [N:19]1([C:8]([O:10][CH2:11][C:12]2[CH:17]=[CH:16][CH:15]=[CH:14][CH:13]=2)=[O:9])[CH2:20][CH2:21][CH:22]([C:23]([O:25][C:26]([CH3:28])([CH3:29])[CH3:27])=[O:24])[N:18]1[C:30]([O:32][C:33]([CH3:36])([CH3:35])[CH3:34])=[O:31]. The yield is 0.740. (4) The reactants are [CH3:1][O:2][C:3]1[C:7]([CH:8]=O)=[CH:6][N:5]([C:10]2[CH:15]=[CH:14][C:13]([C:16]([F:19])([F:18])[F:17])=[CH:12][CH:11]=2)[N:4]=1.Cl.[NH2:21][OH:22].C([O-])(=O)C.[Na+]. The catalyst is C(O)C. The product is [CH3:1][O:2][C:3]1[C:7](/[CH:8]=[N:21]/[OH:22])=[CH:6][N:5]([C:10]2[CH:15]=[CH:14][C:13]([C:16]([F:19])([F:18])[F:17])=[CH:12][CH:11]=2)[N:4]=1. The yield is 0.990. (5) The reactants are [NH2:1][CH2:2][CH:3]([NH:5][C:6](=[O:28])[CH2:7][CH2:8]/[CH:9]=[CH:10]\[CH2:11]/[CH:12]=[CH:13]\[CH2:14]/[CH:15]=[CH:16]\[CH2:17]/[CH:18]=[CH:19]\[CH2:20]/[CH:21]=[CH:22]\[CH2:23]/[CH:24]=[CH:25]\[CH2:26][CH3:27])[CH3:4].[OH:29][C:30]1[CH:38]=[CH:37][CH:36]=[CH:35][C:31]=1[C:32](O)=[O:33].N1C=CN=C1.C1CCC(N=C=NC2CCCCC2)CC1. The catalyst is CC(=O)OCC. The product is [C:6]([NH:5][CH:3]([CH3:4])[CH2:2][NH:1][C:32](=[O:33])[C:31]1[CH:35]=[CH:36][CH:37]=[CH:38][C:30]=1[OH:29])(=[O:28])[CH2:7][CH2:8]/[CH:9]=[CH:10]\[CH2:11]/[CH:12]=[CH:13]\[CH2:14]/[CH:15]=[CH:16]\[CH2:17]/[CH:18]=[CH:19]\[CH2:20]/[CH:21]=[CH:22]\[CH2:23]/[CH:24]=[CH:25]\[CH2:26][CH3:27]. The yield is 0.505. (6) The reactants are Br[C:2]1[CH:3]=[CH:4][C:5]2[O:9][CH:8]=[CH:7][C:6]=2[CH:10]=1.II.CN([CH:16]=[O:17])C.Cl. The catalyst is C1COCC1.O. The product is [CH:16]([C:2]1[CH:3]=[CH:4][C:5]2[O:9][CH:8]=[CH:7][C:6]=2[CH:10]=1)=[O:17]. The yield is 0.540.